This data is from Peptide-MHC class I binding affinity with 185,985 pairs from IEDB/IMGT. The task is: Regression. Given a peptide amino acid sequence and an MHC pseudo amino acid sequence, predict their binding affinity value. This is MHC class I binding data. (1) The peptide sequence is YCLERWMLV. The MHC is HLA-A02:03 with pseudo-sequence HLA-A02:03. The binding affinity (normalized) is 0. (2) The peptide sequence is SRSKPAAMY. The MHC is HLA-B15:01 with pseudo-sequence HLA-B15:01. The binding affinity (normalized) is 0.0847. (3) The peptide sequence is RPGPVKFSL. The MHC is HLA-B15:17 with pseudo-sequence HLA-B15:17. The binding affinity (normalized) is 0.0847. (4) The MHC is HLA-A03:01 with pseudo-sequence HLA-A03:01. The peptide sequence is DIITYNGCK. The binding affinity (normalized) is 0.304. (5) The peptide sequence is CPTLKKGFL. The binding affinity (normalized) is 0.0847. The MHC is HLA-B27:03 with pseudo-sequence HLA-B27:03. (6) The binding affinity (normalized) is 0.0847. The MHC is HLA-A26:02 with pseudo-sequence HLA-A26:02. The peptide sequence is SYLKPHIFE. (7) The peptide sequence is YPACEAIGL. The MHC is HLA-B51:01 with pseudo-sequence HLA-B51:01. The binding affinity (normalized) is 0.0847. (8) The peptide sequence is VLSDLCNFL. The MHC is HLA-A26:01 with pseudo-sequence HLA-A26:01. The binding affinity (normalized) is 0.0847. (9) The peptide sequence is LLSCCRFPR. The MHC is Mamu-B6601 with pseudo-sequence Mamu-B6601. The binding affinity (normalized) is 1.00. (10) The peptide sequence is VSVSDFRDY. The MHC is HLA-A33:01 with pseudo-sequence HLA-A33:01. The binding affinity (normalized) is 0.132.